From a dataset of Full USPTO retrosynthesis dataset with 1.9M reactions from patents (1976-2016). Predict the reactants needed to synthesize the given product. (1) Given the product [Cl:12][C:8]1[CH:9]=[C:10]2[C:5](=[CH:6][C:7]=1[F:13])[N:4]=[C:3]([N:14]1[CH2:19][CH2:18][N:17]([C:20]([O:22][C:23]([CH3:26])([CH3:25])[CH3:24])=[O:21])[CH2:16][CH2:15]1)[C:2]([NH:32][CH2:31][CH:30]([O:33][CH2:34][CH3:35])[O:29][CH2:27][CH3:28])=[N:11]2, predict the reactants needed to synthesize it. The reactants are: Cl[C:2]1[C:3]([N:14]2[CH2:19][CH2:18][N:17]([C:20]([O:22][C:23]([CH3:26])([CH3:25])[CH3:24])=[O:21])[CH2:16][CH2:15]2)=[N:4][C:5]2[C:10]([N:11]=1)=[CH:9][C:8]([Cl:12])=[C:7]([F:13])[CH:6]=2.[CH2:27]([O:29][CH:30]([O:33][CH2:34][CH3:35])[CH2:31][NH2:32])[CH3:28]. (2) Given the product [I:18][C:3]1[C:4]2[N:8]=[CH:7][NH:6][C:5]=2[CH:9]=[CH:10][C:2]=1[CH3:1], predict the reactants needed to synthesize it. The reactants are: [CH3:1][C:2]1[CH:10]=[CH:9][C:5]2[NH:6][CH:7]=[N:8][C:4]=2[CH:3]=1.C1C(=O)N([I:18])C(=O)C1.CCOC(C)=O.C([O-])(O)=O.[Na+].